From a dataset of Reaction yield outcomes from USPTO patents with 853,638 reactions. Predict the reaction yield, written as a fraction of the theoretical maximum amount of product (1.0 means a 100% yield; for example, 0.34 means a 34% yield). (1) The reactants are [CH2:1]([N:3]([CH2:16][CH3:17])[CH2:4][CH2:5][CH2:6][O:7][C:8]1[CH:13]=[CH:12][C:11]([NH2:14])=[CH:10][C:9]=1[F:15])[CH3:2].[CH3:18][C:19]1[CH:27]=[CH:26][CH:25]=[C:24]2[C:20]=1[C:21](=[CH:29]O)[C:22](=[O:28])[NH:23]2. No catalyst specified. The product is [CH2:16]([N:3]([CH2:1][CH3:2])[CH2:4][CH2:5][CH2:6][O:7][C:8]1[CH:13]=[CH:12][C:11]([NH:14][CH:29]=[C:21]2[C:20]3[C:24](=[CH:25][CH:26]=[CH:27][C:19]=3[CH3:18])[NH:23][C:22]2=[O:28])=[CH:10][C:9]=1[F:15])[CH3:17]. The yield is 0.490. (2) The yield is 0.200. The product is [Cl:26][C:27]1[CH:28]=[C:29]([NH:30][C:2]2[C:11]3[C:6](=[CH:7][CH:8]=[C:9]([O:12][CH2:13][C@@H:14]4[CH2:18][CH2:17][CH2:16][NH:15]4)[CH:10]=3)[N:5]=[CH:4][N:3]=2)[CH:31]=[CH:32][C:33]=1[O:34][CH2:35][C:36]1[CH:41]=[CH:40][CH:39]=[CH:38][N:37]=1. No catalyst specified. The reactants are Cl[C:2]1[C:11]2[C:6](=[CH:7][CH:8]=[C:9]([O:12][CH2:13][C@@H:14]3[CH2:18][CH2:17][CH2:16][N:15]3C(OC(C)(C)C)=O)[CH:10]=2)[N:5]=[CH:4][N:3]=1.[Cl:26][C:27]1[CH:28]=[C:29]([CH:31]=[CH:32][C:33]=1[O:34][CH2:35][C:36]1[CH:41]=[CH:40][CH:39]=[CH:38][N:37]=1)[NH2:30]. (3) The reactants are [OH:1][C:2]1[CH:6]=[C:5]([C:7]([OH:9])=O)[O:4][N:3]=1.CN(C(ON1N=NC2C=CC=NC1=2)=[N+](C)C)C.F[P-](F)(F)(F)(F)F.CCN(C(C)C)C(C)C.C([O:45][C:46](=[O:68])[C@H:47]([CH2:66][OH:67])[CH2:48][C@H:49]([NH2:65])[C:50]([C:53]1[CH:58]=[CH:57][C:56]([C:59]2[CH:64]=[CH:63][CH:62]=[CH:61][CH:60]=2)=[CH:55][CH:54]=1)([CH3:52])[CH3:51])C.[Li+].[OH-]. The catalyst is CN(C=O)C.CCO. The product is [C:56]1([C:59]2[CH:60]=[CH:61][CH:62]=[CH:63][CH:64]=2)[CH:55]=[CH:54][C:53]([C:50]([CH3:52])([CH3:51])[C@@H:49]([NH:65][C:7]([C:5]2[O:4][N:3]=[C:2]([OH:1])[CH:6]=2)=[O:9])[CH2:48][C@@H:47]([CH2:66][OH:67])[C:46]([OH:68])=[O:45])=[CH:58][CH:57]=1. The yield is 0.950. (4) The reactants are [Cl:1][C:2]1[CH:11]=[CH:10][C:9]2[NH:8][C:7](=O)[C:6]3[N:13]=[C:14]([CH3:16])[O:15][C:5]=3[C:4]=2[CH:3]=1.O=P(Cl)(Cl)[Cl:19]. No catalyst specified. The product is [Cl:19][C:7]1[C:6]2[N:13]=[C:14]([CH3:16])[O:15][C:5]=2[C:4]2[CH:3]=[C:2]([Cl:1])[CH:11]=[CH:10][C:9]=2[N:8]=1. The yield is 0.680.